From a dataset of Catalyst prediction with 721,799 reactions and 888 catalyst types from USPTO. Predict which catalyst facilitates the given reaction. (1) Product: [F:1][C:2]1[CH:7]=[C:6]([F:8])[CH:5]=[CH:4][C:3]=1[C:9]1[CH:14]=[CH:13][C:12]([C@@H:15]([N:17]2[CH2:22][CH2:21][C@@:20]([C:23]3[CH:24]=[CH:25][C:26]([F:29])=[CH:27][CH:28]=3)([CH2:30][CH2:31][NH:32][CH3:33])[O:19][C:18]2=[O:41])[CH3:16])=[CH:11][CH:10]=1. Reactant: [F:1][C:2]1[CH:7]=[C:6]([F:8])[CH:5]=[CH:4][C:3]=1[C:9]1[CH:14]=[CH:13][C:12]([C@@H:15]([N:17]2[CH2:22][CH2:21][C@:20]([CH2:30][CH2:31][N:32](C)[C:33](=O)OC(C)(C)C)([C:23]3[CH:28]=[CH:27][C:26]([F:29])=[CH:25][CH:24]=3)[O:19][C:18]2=[O:41])[CH3:16])=[CH:11][CH:10]=1. The catalyst class is: 137. (2) Reactant: Br[CH2:2][C:3]([C:5]1[CH:10]=[CH:9][C:8]([O:11][CH2:12][CH2:13][CH2:14][CH2:15][CH2:16][CH2:17][CH3:18])=[CH:7][CH:6]=1)=[O:4].[C:19]([C:23]1[CH:46]=[CH:45][C:26]([C:27]([NH:29][C@H:30]([C:41]([O:43][CH3:44])=[O:42])[CH2:31][C:32]2[CH:40]=[CH:39][C:35]([C:36]([OH:38])=[O:37])=[CH:34][CH:33]=2)=[O:28])=[CH:25][CH:24]=1)([CH3:22])([CH3:21])[CH3:20].C(O)(=O)CC(CC(O)=O)(C(O)=O)O. Product: [C:19]([C:23]1[CH:46]=[CH:45][C:26]([C:27]([NH:29][C@H:30]([C:41]([O:43][CH3:44])=[O:42])[CH2:31][C:32]2[CH:33]=[CH:34][C:35]([C:36]([O:38][CH2:2][C:3]([C:5]3[CH:10]=[CH:9][C:8]([O:11][CH2:12][CH2:13][CH2:14][CH2:15][CH2:16][CH2:17][CH3:18])=[CH:7][CH:6]=3)=[O:4])=[O:37])=[CH:39][CH:40]=2)=[O:28])=[CH:25][CH:24]=1)([CH3:22])([CH3:20])[CH3:21]. The catalyst class is: 10. (3) Reactant: [CH2:1]([O:8][C:9]1[CH:17]=[CH:16][C:12]([C:13]([OH:15])=O)=[CH:11][CH:10]=1)[C:2]1[CH:7]=[CH:6][CH:5]=[CH:4][CH:3]=1.C1C=CC2N(O)N=NC=2C=1.CCN=C=NCCCN(C)C.CCN(C(C)C)C(C)C.[CH3:48][C:49]12[CH2:56][CH:53]([NH:54][CH2:55]1)[CH2:52][C:51]([CH3:58])([CH3:57])[CH2:50]2. Product: [CH2:1]([O:8][C:9]1[CH:10]=[CH:11][C:12]([C:13]([N:54]2[CH2:55][C:49]3([CH3:48])[CH2:56][CH:53]2[CH2:52][C:51]([CH3:58])([CH3:57])[CH2:50]3)=[O:15])=[CH:16][CH:17]=1)[C:2]1[CH:3]=[CH:4][CH:5]=[CH:6][CH:7]=1. The catalyst class is: 1. (4) Reactant: I[C:2]1[N:3]=[CH:4][N:5]([C:7]([C:20]2[CH:25]=[CH:24][CH:23]=[CH:22][CH:21]=2)([C:14]2[CH:19]=[CH:18][CH:17]=[CH:16][CH:15]=2)[C:8]2[CH:13]=[CH:12][CH:11]=[CH:10][CH:9]=2)[CH:6]=1.C([Mg]Br)C.[CH2:30]([Sn:34](Cl)([CH2:39][CH2:40][CH2:41][CH3:42])[CH2:35][CH2:36][CH2:37][CH3:38])[CH2:31][CH2:32][CH3:33]. Product: [CH2:39]([Sn:34]([CH2:30][CH2:31][CH2:32][CH3:33])([CH2:35][CH2:36][CH2:37][CH3:38])[C:2]1[N:3]=[CH:4][N:5]([C:7]([C:20]2[CH:25]=[CH:24][CH:23]=[CH:22][CH:21]=2)([C:14]2[CH:19]=[CH:18][CH:17]=[CH:16][CH:15]=2)[C:8]2[CH:13]=[CH:12][CH:11]=[CH:10][CH:9]=2)[CH:6]=1)[CH2:40][CH2:41][CH3:42]. The catalyst class is: 4. (5) Reactant: [Cl:1][C:2]1[CH:7]=[CH:6][C:5]([C:8]2([OH:21])[CH2:13][CH2:12][N:11]([CH2:14][CH2:15]C(O)=O)[CH2:10][C:9]2([CH3:20])[CH3:19])=[CH:4][CH:3]=1.[F:22][C:23]1[CH:36]=[CH:35][C:26]([CH2:27][C@H:28]2[O:33][CH2:32][C@H:31]([CH3:34])[NH:30][CH2:29]2)=[CH:25][CH:24]=1.CCN=C=NCCCN(C)C.C1C=CC2N([OH:57])N=NC=2C=1.CCN(C(C)C)C(C)C. Product: [Cl:1][C:2]1[CH:7]=[CH:6][C:5]([C:8]2([OH:21])[CH2:13][CH2:12][N:11]([CH2:14][C:15]([N:30]3[C@@H:31]([CH3:34])[CH2:32][O:33][C@H:28]([CH2:27][C:26]4[CH:35]=[CH:36][C:23]([F:22])=[CH:24][CH:25]=4)[CH2:29]3)=[O:57])[CH2:10][C:9]2([CH3:20])[CH3:19])=[CH:4][CH:3]=1. The catalyst class is: 3. (6) Reactant: [F:1][C:2]1[C:10]([O:11][C:12]2[C:21]3[C:16](=[CH:17][C:18]([O:24][CH2:25][CH2:26][CH2:27][C:28](O)=[O:29])=[C:19]([O:22][CH3:23])[CH:20]=3)[N:15]=[CH:14][N:13]=2)=[CH:9][CH:8]=[C:7]2[C:3]=1[CH:4]=[C:5]([CH3:31])[NH:6]2.OC1[C:41]2[N:40]=NN[C:37]=2[CH:36]=[CH:35][CH:34]=1.C(O)(=O)C(O)=O.[CH2:48]1C2(CCNCC2)[CH2:50][O:49]1.C1C2(CCNCC2)CO1.C(N(CC)C(C)C)(C)C.Cl.C(N=C=NCCCN(C)C)C. Product: [F:1][C:2]1[C:10]([O:11][C:12]2[C:21]3[C:16](=[CH:17][C:18]([O:24][CH2:25][CH2:26][CH2:27][C:28]([CH:48]4[C:36]5([CH2:35][CH2:34][NH:40][CH2:41][CH2:37]5)[CH2:50][O:49]4)=[O:29])=[C:19]([O:22][CH3:23])[CH:20]=3)[N:15]=[CH:14][N:13]=2)=[CH:9][CH:8]=[C:7]2[C:3]=1[CH:4]=[C:5]([CH3:31])[NH:6]2. The catalyst class is: 35. (7) Reactant: [O-]P([O-])([O-])=O.[K+].[K+].[K+].[CH:9]([C:11]([CH2:13][CH3:14])=O)=[CH2:10].[CH3:15][C:16]([SH:19])([CH3:18])[CH3:17].Cl.[NH2:21][C@H:22]([C:32]1[CH:37]=[CH:36][C:35]([Cl:38])=[CH:34][CH:33]=1)[C@@H:23]([C:25]1[CH:30]=[CH:29][CH:28]=[C:27]([Cl:31])[CH:26]=1)[OH:24].C([BH3-])#N.[Na+].CC(O)=O. Product: [NH3:21].[C:16]([S:19][CH2:10][CH2:9][C@@H:11]([NH:21][C@H:22]([C:32]1[CH:37]=[CH:36][C:35]([Cl:38])=[CH:34][CH:33]=1)[C@@H:23]([C:25]1[CH:30]=[CH:29][CH:28]=[C:27]([Cl:31])[CH:26]=1)[OH:24])[CH2:13][CH3:14])([CH3:18])([CH3:17])[CH3:15]. The catalyst class is: 5. (8) Reactant: Cl.ClCC([NH:6][CH2:7][C:8]1[CH:13]=[C:12]([F:14])[CH:11]=[C:10]([F:15])[C:9]=1[OH:16])=O.C(=O)(O)[O-].[Na+]. Product: [OH:16][C:9]1[C:10]([F:15])=[CH:11][C:12]([F:14])=[CH:13][C:8]=1[CH2:7][NH2:6]. The catalyst class is: 8. (9) Reactant: [N:1]([C@@H:4]([C@@H:10]([OH:27])[C@@H:11]([NH:19][C:20]([O:22][C:23]([CH3:26])([CH3:25])[CH3:24])=[O:21])[CH2:12][C:13]1[CH:18]=[CH:17][CH:16]=[CH:15][CH:14]=1)[C:5]([O:7]CC)=[O:6])=[N+:2]=[N-:3].[Li+].[OH-]. Product: [N:1]([C@@H:4]([C@@H:10]([OH:27])[C@@H:11]([NH:19][C:20]([O:22][C:23]([CH3:25])([CH3:24])[CH3:26])=[O:21])[CH2:12][C:13]1[CH:14]=[CH:15][CH:16]=[CH:17][CH:18]=1)[C:5]([OH:7])=[O:6])=[N+:2]=[N-:3]. The catalyst class is: 92.